Task: Predict the product of the given reaction.. Dataset: Forward reaction prediction with 1.9M reactions from USPTO patents (1976-2016) (1) Given the reactants [C:1]([C:4]1[C:22](=[O:23])[C@@:8]2([CH3:24])[C:9]3[C:15]([OH:16])=[CH:14][C:13]([O:17][CH3:18])=[C:12]([C:19]([NH2:21])=[O:20])[C:10]=3[O:11][C:7]2=[CH:6][C:5]=1[OH:25])(=[O:3])[CH3:2].[CH2:26]([O:29][C:30]1[C:39]2[C:34](=[CH:35][CH:36]=[CH:37][CH:38]=2)[C:33]([CH:40]=O)=[CH:32][CH:31]=1)[CH2:27][CH3:28].C([SiH](CC)CC)C.FC(F)(F)C(O)=O, predict the reaction product. The product is: [C:1]([C:4]1[C:22](=[O:23])[C@@:8]2([CH3:24])[C:9]3[C:15]([OH:16])=[CH:14][C:13]([O:17][CH3:18])=[C:12]([C:19]([NH:21][CH2:40][C:33]4[C:34]5[C:39](=[CH:38][CH:37]=[CH:36][CH:35]=5)[C:30]([O:29][CH2:26][CH2:27][CH3:28])=[CH:31][CH:32]=4)=[O:20])[C:10]=3[O:11][C:7]2=[CH:6][C:5]=1[OH:25])(=[O:3])[CH3:2]. (2) Given the reactants [Zn:1].[SH:2][C:3]1[S:4][C:5]2[CH:11]=[CH:10][CH:9]=[CH:8][C:6]=2[N:7]=1.[OH-].[K+].N.C(=O)=O, predict the reaction product. The product is: [SH:2][C:3]1[S:4][C:5]2[CH:11]=[CH:10][CH:9]=[CH:8][C:6]=2[N:7]=1.[Zn:1]. (3) Given the reactants Cl.[NH2:2][CH2:3][C:4]1[O:8][N:7]=[C:6]([CH3:9])[CH:5]=1.[Br:10][C:11]1[C:12]([NH:18][C:19]2[CH:23]=[C:22]([CH3:24])[NH:21][N:20]=2)=[N:13][C:14](Cl)=[N:15][CH:16]=1.C(N(CC)C(C)C)(C)C, predict the reaction product. The product is: [Br:10][C:11]1[C:12]([NH:18][C:19]2[CH:23]=[C:22]([CH3:24])[NH:21][N:20]=2)=[N:13][C:14]([NH:2][CH2:3][C:4]2[O:8][N:7]=[C:6]([CH3:9])[CH:5]=2)=[N:15][CH:16]=1. (4) The product is: [Br:11][C:12]1[C:17]([CH:18]([CH3:23])[CH3:19])=[CH:16][C:15]([OH:27])=[C:14]([C:28]([F:29])([F:30])[F:31])[CH:13]=1. Given the reactants C(C1C=C(O)C=CC=1)(C)C.[Br:11][C:12]1[C:17]([CH:18]([C:23](F)(F)F)[C:19](F)(F)F)=[CH:16][C:15]([OH:27])=[C:14]([C:28]([F:31])([F:30])[F:29])[CH:13]=1, predict the reaction product. (5) Given the reactants [Br:1][C:2]1[CH:3]=[CH:4][C:5]([Cl:11])=[C:6]([CH:10]=1)[C:7]([OH:9])=O.C(Cl)(=O)C(Cl)=O.[Al+3].[Cl-].[Cl-].[Cl-].[Br:22][CH2:23][CH2:24][CH2:25][C:26]1[CH:31]=[CH:30][CH:29]=[CH:28][CH:27]=1, predict the reaction product. The product is: [Br:1][C:2]1[CH:3]=[CH:4][C:5]([Cl:11])=[C:6]([C:7]([C:29]2[CH:30]=[CH:31][C:26]([CH2:25][CH2:24][CH2:23][Br:22])=[CH:27][CH:28]=2)=[O:9])[CH:10]=1.